Dataset: Experimentally validated miRNA-target interactions with 360,000+ pairs, plus equal number of negative samples. Task: Binary Classification. Given a miRNA mature sequence and a target amino acid sequence, predict their likelihood of interaction. (1) The miRNA is hsa-miR-3155a with sequence CCAGGCUCUGCAGUGGGAACU. The protein sequence of the target gene is MPLFTANPFEQDVEKATNEYNTTEDWSLIMDICDRVGSTPSGAKDCLKAIMKRVNHKVPHVALQALTLLGACVANCGKIFHLEVCSRDFATEVRSVIKNKAHPKVCEKLKSLMVEWSEEFQKDPQFSLISATIKSMKEEGVTFPSAGSQTVAAAAKNGTSLNKNKEDEDIAKAIELSLQEQKQQYTETKALYPPAESQLNNKAARRVRALYDFEAVEDNELTFKHGELITVLDDSDANWWQGENHRGTGLFPSNFVTTDLSTEVETATVDKLNVIDDDVEEIKKSEPEPVYIDEGKMDRA.... Result: 0 (no interaction). (2) The miRNA is mmu-miR-183-5p with sequence UAUGGCACUGGUAGAAUUCACU. The protein sequence of the target gene is MMQTKVQNKKRQVAFFILLMLWGEVGSESIQYSVLEETESGTFVANLTKDLGLRVGELASRGARVVFKGNRQHLQFDPQTHDLLLNEKLDREELCGSTEPCVLPFQVLLENPLQFFQASLRVRDINDHAPEFPAREMLLKISEITMPGKIFPLKMAHDLDTGSNGLQRYTISSNPHFHVLTRNRSEGRKFPELVLDKPLDREEQPQLRLTLIALDGGSPPRSGTSEIQIQVLDINDNVPEFAQELYEAQVPENNPLGSLVITVSARDLDAGSFGKVSYALFQVDDVNQPFEINAITGEIR.... Result: 0 (no interaction). (3) The miRNA is hsa-miR-1296-3p with sequence GAGUGGGGCUUCGACCCUAACC. The protein sequence of the target gene is MSLLDGLASSPRAPLQSSKARMKKLPKKSQNEKYRLKYLRLRKAAKATVFENAAICDEIARLEEKFLKAKEERRYLLKKLLQLQALTEGEVQAAAPSHSSSLPLTYGVASSVGTIQGAGPISGPSTGAEEPFGKKTKKEKKEKGKENNKLEVLKKTCKKKKMAGGARKLVQPIALDPSGRPVFPIGLGGLTVYSLGEIITDRPGFHDESAIYPVGYCSTRIYASMKCPDQKCLYTCQIKDGGVQPQFEIVPEDDPQNAIVSSSADACHAELLRTISTTMGKLMPNLLPAGADFFGFSHPA.... Result: 1 (interaction). (4) The miRNA is hsa-miR-4735-3p with sequence AAAGGUGCUCAAAUUAGACAU. The protein sequence of the target gene is MLPRHSCSLLLFLFLLPSVPMEPHPPSSTLPPFLAPEWDLLSPRVALSRGAPAGPPLLFLLEAGAYGEPAGAPANRSRRGVSETAPASRRGELAVCDAVSGWVTDRRTAVDLRGREVEVLGEVPAAGGSPLRQYFFETRCKAESAGEGGPGVGGGGCRGVDRRHWLSECKAKQSYVRALTADSQGRVGWRWIRIDTACVCTLLSRTGRA. Result: 0 (no interaction).